The task is: Predict the product of the given reaction.. This data is from Forward reaction prediction with 1.9M reactions from USPTO patents (1976-2016). (1) Given the reactants Br[C:2]1[CH:3]=[CH:4][CH:5]=[C:6]2[C:10]=1[C:9](=[O:11])[CH:8]([CH3:12])[CH2:7]2.[O:13]1[CH:17]=[CH:16][CH:15]=[C:14]1B(O)O.C(=O)([O-])[O-].[Na+].[Na+].O, predict the reaction product. The product is: [CH3:12][CH:8]1[CH2:7][C:6]2[C:10](=[C:2]([C:14]3[O:13][CH:17]=[CH:16][CH:15]=3)[CH:3]=[CH:4][CH:5]=2)[C:9]1=[O:11]. (2) The product is: [NH2:14][C:13]([C:11]1[CH:10]=[CH:9][CH:8]=[C:7]([N:1]2[CH2:2][CH2:3][O:4][CH2:5][CH2:6]2)[N:12]=1)=[CH:22][C:21]#[N:23]. Given the reactants [N:1]1([C:7]2[N:12]=[C:11]([C:13]#[N:14])[CH:10]=[CH:9][CH:8]=2)[CH2:6][CH2:5][O:4][CH2:3][CH2:2]1.CC(C)([O-])C.[K+].[C:21](#[N:23])[CH3:22].C(=O)(O)[O-].[Na+], predict the reaction product. (3) The product is: [CH3:20][O:19][C:16]1[CH:17]=[CH:18][C:13]([CH:10]2[CH2:11][CH2:12][NH:8][CH2:9]2)=[C:14]([N+:21]([O-:23])=[O:22])[CH:15]=1. Given the reactants C([N:8]1[CH2:12][CH2:11][CH:10]([C:13]2[CH:18]=[CH:17][C:16]([O:19][CH3:20])=[CH:15][C:14]=2[N+:21]([O-:23])=[O:22])[CH2:9]1)C1C=CC=CC=1.ClC(OC(Cl)=O)C.CO.C(OC(OC(C)(C)C)=O)(OC(C)(C)C)=O, predict the reaction product.